This data is from Full USPTO retrosynthesis dataset with 1.9M reactions from patents (1976-2016). The task is: Predict the reactants needed to synthesize the given product. Given the product [CH3:9][O:8][C:5]1[CH:6]=[CH:7][C:2]([C:16]#[C:15][CH:14]([CH3:17])[CH3:13])=[C:3]([N+:10]([O-:12])=[O:11])[CH:4]=1, predict the reactants needed to synthesize it. The reactants are: I[C:2]1[CH:7]=[CH:6][C:5]([O:8][CH3:9])=[CH:4][C:3]=1[N+:10]([O-:12])=[O:11].[CH3:13][CH:14]([CH3:17])[C:15]#[CH:16].